From a dataset of Full USPTO retrosynthesis dataset with 1.9M reactions from patents (1976-2016). Predict the reactants needed to synthesize the given product. (1) Given the product [N:11]1[CH:12]=[CH:13][CH:14]=[C:9]([NH:8][C:2](=[O:1])[C:3]([NH2:15])=[O:4])[CH:10]=1, predict the reactants needed to synthesize it. The reactants are: [O:1]=[C:2]([NH:8][C:9]1[CH:10]=[N:11][CH:12]=[CH:13][CH:14]=1)[C:3](OCC)=[O:4].[NH3:15]. (2) Given the product [C:18]([O:17][C:15](=[O:16])[CH2:14][O:12][N:11]=[CH:6][C:5]1[CH:8]=[CH:9][C:2]([F:1])=[CH:3][CH:4]=1)([CH3:21])([CH3:20])[CH3:19], predict the reactants needed to synthesize it. The reactants are: [F:1][C:2]1[CH:9]=[CH:8][C:5]([CH:6]=O)=[CH:4][CH:3]=1.Cl.[NH2:11][OH:12].Br[CH2:14][C:15]([O:17][C:18]([CH3:21])([CH3:20])[CH3:19])=[O:16]. (3) Given the product [O:34]=[C:28]([CH:10]1[C:9](=[O:11])[CH:8]2[CH2:12][CH2:13][CH:1]1[C:2]1[C:7]2=[CH:6][CH:5]=[CH:4][CH:3]=1)[C:29]([O:31][CH2:32][CH3:33])=[O:30], predict the reactants needed to synthesize it. The reactants are: [CH:1]12[CH2:13][CH2:12][CH:8]([C:9](=[O:11])[CH2:10]1)[C:7]1[C:2]2=[CH:3][CH:4]=[CH:5][CH:6]=1.C[Si](C)(C)N[Si](C)(C)C.[Li]CCCC.[C:28](OCC)(=[O:34])[C:29]([O:31][CH2:32][CH3:33])=[O:30].